From a dataset of Retrosynthesis with 50K atom-mapped reactions and 10 reaction types from USPTO. Predict the reactants needed to synthesize the given product. (1) The reactants are: CC(C)(C)OC(=O)N1CCC(C(=O)C(F)(F)F)C(=O)C1.NN. Given the product CC(C)(C)OC(=O)N1CCc2c(C(F)(F)F)n[nH]c2C1, predict the reactants needed to synthesize it. (2) Given the product CC(C)N1CCN(C(=O)c2ccc3c(c2)cc(C(=O)N2CCC(F)(F)CC2)n3Cc2ccccc2)CC1, predict the reactants needed to synthesize it. The reactants are: CC(C)N1CCN(C(=O)c2ccc3[nH]c(C(=O)N4CCC(F)(F)CC4)cc3c2)CC1.OCc1ccccc1. (3) The reactants are: CCCO[C@H]1CCC[C@H](N(C(=O)OC(C)(C)C)C(=O)OC(C)(C)C)C(=O)O[C@@H](C)[C@@H]1Oc1ccc(Br)cc1.OB(O)c1ccccc1. Given the product CCCO[C@H]1CCC[C@H](N(C(=O)OC(C)(C)C)C(=O)OC(C)(C)C)C(=O)O[C@@H](C)[C@@H]1Oc1ccc(-c2ccccc2)cc1, predict the reactants needed to synthesize it.